Dataset: NCI-60 drug combinations with 297,098 pairs across 59 cell lines. Task: Regression. Given two drug SMILES strings and cell line genomic features, predict the synergy score measuring deviation from expected non-interaction effect. (1) Drug 1: CC1=C2C(C(=O)C3(C(CC4C(C3C(C(C2(C)C)(CC1OC(=O)C(C(C5=CC=CC=C5)NC(=O)OC(C)(C)C)O)O)OC(=O)C6=CC=CC=C6)(CO4)OC(=O)C)OC)C)OC. Drug 2: B(C(CC(C)C)NC(=O)C(CC1=CC=CC=C1)NC(=O)C2=NC=CN=C2)(O)O. Cell line: DU-145. Synergy scores: CSS=69.6, Synergy_ZIP=11.5, Synergy_Bliss=12.6, Synergy_Loewe=10.8, Synergy_HSA=14.2. (2) Cell line: A498. Drug 2: CC(C)(C#N)C1=CC(=CC(=C1)CN2C=NC=N2)C(C)(C)C#N. Synergy scores: CSS=1.24, Synergy_ZIP=-0.440, Synergy_Bliss=0.188, Synergy_Loewe=0.179, Synergy_HSA=-0.335. Drug 1: C1=CC=C(C(=C1)C(C2=CC=C(C=C2)Cl)C(Cl)Cl)Cl. (3) Drug 1: C1=CC(=CC=C1CC(C(=O)O)N)N(CCCl)CCCl.Cl. Drug 2: CC1CCC2CC(C(=CC=CC=CC(CC(C(=O)C(C(C(=CC(C(=O)CC(OC(=O)C3CCCCN3C(=O)C(=O)C1(O2)O)C(C)CC4CCC(C(C4)OC)OCCO)C)C)O)OC)C)C)C)OC. Cell line: LOX IMVI. Synergy scores: CSS=31.7, Synergy_ZIP=-1.05, Synergy_Bliss=4.44, Synergy_Loewe=6.83, Synergy_HSA=8.96. (4) Drug 1: CC1=C(C=C(C=C1)NC2=NC=CC(=N2)N(C)C3=CC4=NN(C(=C4C=C3)C)C)S(=O)(=O)N.Cl. Drug 2: CC(CN1CC(=O)NC(=O)C1)N2CC(=O)NC(=O)C2. Cell line: SK-MEL-2. Synergy scores: CSS=13.7, Synergy_ZIP=-5.64, Synergy_Bliss=0.0868, Synergy_Loewe=-6.76, Synergy_HSA=-3.03. (5) Drug 1: CC1CCC2CC(C(=CC=CC=CC(CC(C(=O)C(C(C(=CC(C(=O)CC(OC(=O)C3CCCCN3C(=O)C(=O)C1(O2)O)C(C)CC4CCC(C(C4)OC)O)C)C)O)OC)C)C)C)OC. Drug 2: N.N.Cl[Pt+2]Cl. Cell line: OVCAR3. Synergy scores: CSS=51.5, Synergy_ZIP=-1.96, Synergy_Bliss=2.38, Synergy_Loewe=-9.25, Synergy_HSA=-1.10. (6) Drug 1: CCCCC(=O)OCC(=O)C1(CC(C2=C(C1)C(=C3C(=C2O)C(=O)C4=C(C3=O)C=CC=C4OC)O)OC5CC(C(C(O5)C)O)NC(=O)C(F)(F)F)O. Drug 2: COCCOC1=C(C=C2C(=C1)C(=NC=N2)NC3=CC=CC(=C3)C#C)OCCOC.Cl. Cell line: 786-0. Synergy scores: CSS=19.0, Synergy_ZIP=-7.75, Synergy_Bliss=-5.96, Synergy_Loewe=-8.12, Synergy_HSA=-5.17. (7) Drug 2: C1CNP(=O)(OC1)N(CCCl)CCCl. Drug 1: COC1=CC(=CC(=C1O)OC)C2C3C(COC3=O)C(C4=CC5=C(C=C24)OCO5)OC6C(C(C7C(O6)COC(O7)C8=CC=CS8)O)O. Synergy scores: CSS=41.1, Synergy_ZIP=8.75, Synergy_Bliss=8.83, Synergy_Loewe=-26.6, Synergy_HSA=7.99. Cell line: MCF7. (8) Drug 1: C1CCN(CC1)CCOC2=CC=C(C=C2)C(=O)C3=C(SC4=C3C=CC(=C4)O)C5=CC=C(C=C5)O. Drug 2: C1=CC(=C2C(=C1NCCNCCO)C(=O)C3=C(C=CC(=C3C2=O)O)O)NCCNCCO. Cell line: IGROV1. Synergy scores: CSS=47.7, Synergy_ZIP=1.40, Synergy_Bliss=1.19, Synergy_Loewe=-19.2, Synergy_HSA=0.699.